This data is from Forward reaction prediction with 1.9M reactions from USPTO patents (1976-2016). The task is: Predict the product of the given reaction. Given the reactants [N:1]1([CH2:7][CH2:8][NH2:9])[CH2:6][CH2:5][O:4][CH2:3][CH2:2]1.Cl[C:11]1[C:16]([Cl:17])=[C:15]([NH:18][C:19]2[NH:23][N:22]=[C:21]([CH:24]3[CH2:26][CH2:25]3)[CH:20]=2)[N:14]=[C:13]([NH:27][C@H:28]([C:31]2[CH:36]=[CH:35][C:34]([F:37])=[CH:33][CH:32]=2)[CH2:29][OH:30])[N:12]=1, predict the reaction product. The product is: [Cl:17][C:16]1[C:15]([NH:18][C:19]2[NH:23][N:22]=[C:21]([CH:24]3[CH2:26][CH2:25]3)[CH:20]=2)=[N:14][C:13]([NH:27][C@H:28]([C:31]2[CH:36]=[CH:35][C:34]([F:37])=[CH:33][CH:32]=2)[CH2:29][OH:30])=[N:12][C:11]=1[NH:9][CH2:8][CH2:7][N:1]1[CH2:6][CH2:5][O:4][CH2:3][CH2:2]1.